From a dataset of Full USPTO retrosynthesis dataset with 1.9M reactions from patents (1976-2016). Predict the reactants needed to synthesize the given product. (1) Given the product [CH3:1][O:2][C:3]1[CH:4]=[C:5]([CH2:9][C:10]([NH:13][C:14]2[CH:15]=[CH:16][C:17]([O:20][CH3:21])=[N:18][CH:19]=2)=[O:11])[CH:6]=[CH:7][CH:8]=1, predict the reactants needed to synthesize it. The reactants are: [CH3:1][O:2][C:3]1[CH:4]=[C:5]([CH2:9][C:10](Cl)=[O:11])[CH:6]=[CH:7][CH:8]=1.[NH2:13][C:14]1[CH:15]=[CH:16][C:17]([O:20][CH3:21])=[N:18][CH:19]=1. (2) Given the product [CH3:23][C:19]1[CH:20]=[CH:21][CH:22]=[C:13]([CH2:12][O:11][C@@H:7]2[CH2:8][CH2:9][CH2:10][C@H:5]([O:4][CH2:1][CH:2]=[O:25])[CH2:6]2)[C:14]=1[C:15]([O:17][CH3:18])=[O:16], predict the reactants needed to synthesize it. The reactants are: [CH2:1]([O:4][C@H:5]1[CH2:10][CH2:9][CH2:8][C@@H:7]([O:11][CH2:12][C:13]2[CH:22]=[CH:21][CH:20]=[C:19]([CH3:23])[C:14]=2[C:15]([O:17][CH3:18])=[O:16])[CH2:6]1)[CH:2]=C.I([O-])(=O)(=O)=[O:25].[Na+].C(O)(C)(C)C.S([O-])([O-])(=O)=S.[Na+].[Na+]. (3) Given the product [CH2:1]([O:8][C:9]1[C:14](=[O:15])[CH:13]=[C:12]([CH2:16][O:17][S:23]([CH3:22])(=[O:25])=[O:24])[O:11][C:10]=1[C:18]([O:20][CH3:21])=[O:19])[C:2]1[CH:3]=[CH:4][CH:5]=[CH:6][CH:7]=1, predict the reactants needed to synthesize it. The reactants are: [CH2:1]([O:8][C:9]1[C:14](=[O:15])[CH:13]=[C:12]([CH2:16][OH:17])[O:11][C:10]=1[C:18]([O:20][CH3:21])=[O:19])[C:2]1[CH:7]=[CH:6][CH:5]=[CH:4][CH:3]=1.[CH3:22][S:23](Cl)(=[O:25])=[O:24].